This data is from Reaction yield outcomes from USPTO patents with 853,638 reactions. The task is: Predict the reaction yield, written as a fraction of the theoretical maximum amount of product (1.0 means a 100% yield; for example, 0.34 means a 34% yield). (1) The reactants are C([N:8]1[CH2:12][CH2:11][C:10]2([C:16]3[CH:17]=[CH:18][CH:19]=[CH:20][C:15]=3[S:14](=[O:22])(=[O:21])[NH:13]2)[CH2:9]1)C1C=CC=CC=1.C(O)=O. The catalyst is CO.[Pd]. The product is [NH:8]1[CH2:12][CH2:11][C:10]2([C:16]3[CH:17]=[CH:18][CH:19]=[CH:20][C:15]=3[S:14](=[O:22])(=[O:21])[NH:13]2)[CH2:9]1. The yield is 0.420. (2) The reactants are [CH2:1]([O:3][C:4](=[O:27])[NH:5][C:6]1[CH:11]=[CH:10][CH:9]=[C:8]([C:12]2[N:13]([CH2:25][CH3:26])[C:14]3[C:19]([C:20]=2[C:21]#[N:22])=[CH:18][CH:17]=[C:16]([O:23]C)[CH:15]=3)[CH:7]=1)[CH3:2].B(Br)(Br)Br. The catalyst is C(Cl)Cl. The product is [CH2:1]([O:3][C:4](=[O:27])[NH:5][C:6]1[CH:11]=[CH:10][CH:9]=[C:8]([C:12]2[N:13]([CH2:25][CH3:26])[C:14]3[C:19]([C:20]=2[C:21]#[N:22])=[CH:18][CH:17]=[C:16]([OH:23])[CH:15]=3)[CH:7]=1)[CH3:2]. The yield is 0.980. (3) The reactants are Cl[C:2]1[CH:7]=[CH:6][N:5]=[CH:4][C:3]=1[NH:8][C:9]1[N:13]2[N:14]=[C:15]([C:18]3[C:23]([F:24])=[CH:22][CH:21]=[CH:20][C:19]=3[F:25])[CH:16]=[CH:17][C:12]2=[CH:11][N:10]=1.[OH:26][C:27]1[N:32]=[CH:31][C:30](B(O)O)=[CH:29][CH:28]=1.C([O-])([O-])=O.[Na+].[Na+].O. The catalyst is O1CCOCC1.C1C=CC([P]([Pd]([P](C2C=CC=CC=2)(C2C=CC=CC=2)C2C=CC=CC=2)([P](C2C=CC=CC=2)(C2C=CC=CC=2)C2C=CC=CC=2)[P](C2C=CC=CC=2)(C2C=CC=CC=2)C2C=CC=CC=2)(C2C=CC=CC=2)C2C=CC=CC=2)=CC=1. The product is [F:25][C:19]1[CH:20]=[CH:21][CH:22]=[C:23]([F:24])[C:18]=1[C:15]1[CH:16]=[CH:17][C:12]2[N:13]([C:9]([NH:8][C:3]3[CH:4]=[N:5][CH:6]=[CH:7][C:2]=3[C:30]3[CH:29]=[CH:28][C:27](=[O:26])[NH:32][CH:31]=3)=[N:10][CH:11]=2)[N:14]=1. The yield is 0.0200. (4) The reactants are [F:1][C:2]1[CH:19]=[C:18]([N+:20]([O-])=O)[CH:17]=[CH:16][C:3]=1[O:4][C:5]1[C:6]2[S:13][C:12]([S:14][CH3:15])=[CH:11][C:7]=2[N:8]=[CH:9][N:10]=1. The catalyst is CC(O)=O.[Fe]. The product is [F:1][C:2]1[CH:19]=[C:18]([NH2:20])[CH:17]=[CH:16][C:3]=1[O:4][C:5]1[C:6]2[S:13][C:12]([S:14][CH3:15])=[CH:11][C:7]=2[N:8]=[CH:9][N:10]=1. The yield is 0.950. (5) The reactants are [C:1]([N:20]1[CH:28]=[C:27]2[C:22]([CH2:23][CH2:24][CH2:25][C:26]2=O)=[N:21]1)([C:14]1[CH:19]=[CH:18][CH:17]=[CH:16][CH:15]=1)([C:8]1[CH:13]=[CH:12][CH:11]=[CH:10][CH:9]=1)[C:2]1[CH:7]=[CH:6][CH:5]=[CH:4][CH:3]=1.Cl.[NH2:31][OH:32]. The catalyst is C(O)C.N1C=CC=CC=1.O. The product is [C:1]([N:20]1[CH:28]=[C:27]2[C:22]([CH2:23][CH2:24][CH2:25][C:26]2=[N:31][OH:32])=[N:21]1)([C:14]1[CH:19]=[CH:18][CH:17]=[CH:16][CH:15]=1)([C:8]1[CH:13]=[CH:12][CH:11]=[CH:10][CH:9]=1)[C:2]1[CH:7]=[CH:6][CH:5]=[CH:4][CH:3]=1. The yield is 0.900. (6) The reactants are Cl.[CH2:2]([O:4][C:5](=[O:27])[C@@H:6]([O:24][CH2:25][CH3:26])[CH2:7][C:8]1[CH:13]=[CH:12][C:11]([O:14][CH2:15][CH2:16][C:17]2[CH:22]=[CH:21][C:20]([NH2:23])=[CH:19][CH:18]=2)=[CH:10][CH:9]=1)[CH3:3].Cl[C:29]([O:31][C:32]1[CH:37]=[CH:36][CH:35]=[CH:34][CH:33]=1)=[O:30]. The catalyst is O1CCCC1. The product is [CH2:2]([O:4][C:5](=[O:27])[C@@H:6]([O:24][CH2:25][CH3:26])[CH2:7][C:8]1[CH:13]=[CH:12][C:11]([O:14][CH2:15][CH2:16][C:17]2[CH:18]=[CH:19][C:20]([NH:23][C:29]([O:31][C:32]3[CH:37]=[CH:36][CH:35]=[CH:34][CH:33]=3)=[O:30])=[CH:21][CH:22]=2)=[CH:10][CH:9]=1)[CH3:3]. The yield is 0.963. (7) The reactants are [CH3:1][C@@H:2]1[CH2:6][CH2:5][C:4](=O)[CH:3]1[C:8]([O:10]CC)=O.[NH2:13][C:14]([NH2:16])=[S:15].[OH-].[K+]. The catalyst is C(O)C.O. The product is [SH:15][C:14]1[N:13]=[C:8]([OH:10])[C:3]2[C@H:2]([CH3:1])[CH2:6][CH2:5][C:4]=2[N:16]=1. The yield is 0.560. (8) The catalyst is C(Cl)Cl. The yield is 0.880. The reactants are [CH2:1]([C:4]1([O:19][CH2:20][CH:21]=C)[C:16]2[CH:15]=[C:14]([Br:17])[CH:13]=[CH:12][C:11]=2[C:10]2[C:5]1=[CH:6][C:7]([Br:18])=[CH:8][CH:9]=2)[CH:2]=C. The product is [Br:18][C:7]1[CH:8]=[CH:9][C:10]2[C:11]3[C:16](=[CH:15][C:14]([Br:17])=[CH:13][CH:12]=3)[C:4]3([O:19][CH2:20][CH:21]=[CH:2][CH2:1]3)[C:5]=2[CH:6]=1.